Dataset: Forward reaction prediction with 1.9M reactions from USPTO patents (1976-2016). Task: Predict the product of the given reaction. (1) Given the reactants [Br:1][CH2:2][CH2:3][CH2:4][CH2:5][CH2:6][C:7]([C-:9]1[CH:13]=[CH:12][CH:11]=[CH:10]1)=O.[C-:14]1([C:19](=O)[CH2:20][CH2:21][CH2:22][CH2:23][CH2:24][Br:25])[CH:18]=[CH:17][CH:16]=[CH:15]1.[Fe+2:27], predict the reaction product. The product is: [Br:1][CH2:2][CH2:3][CH2:4][CH2:5][CH2:6][CH2:7][C-:9]1[CH:10]=[CH:11][CH:12]=[CH:13]1.[C-:14]1([CH2:19][CH2:20][CH2:21][CH2:22][CH2:23][CH2:24][Br:25])[CH:18]=[CH:17][CH:16]=[CH:15]1.[Fe+2:27]. (2) Given the reactants C([O:8][C:9]1[CH:14]=[CH:13][CH:12]=[CH:11][C:10]=1[C:15]1[CH:20]=[C:19]([CH3:21])[N:18]=[CH:17][C:16]=1[N:22]([CH3:39])[C:23](=[O:38])[C:24]1[CH:29]=[C:28]([C:30]([F:33])([F:32])[F:31])[CH:27]=[C:26]([S:34]([CH3:37])(=[O:36])=[O:35])[CH:25]=1)C1C=CC=CC=1, predict the reaction product. The product is: [OH:8][C:9]1[CH:14]=[CH:13][CH:12]=[CH:11][C:10]=1[C:15]1[CH:20]=[C:19]([CH3:21])[N:18]=[CH:17][C:16]=1[N:22]([CH3:39])[C:23](=[O:38])[C:24]1[CH:29]=[C:28]([C:30]([F:32])([F:33])[F:31])[CH:27]=[C:26]([S:34]([CH3:37])(=[O:36])=[O:35])[CH:25]=1.